Dataset: Forward reaction prediction with 1.9M reactions from USPTO patents (1976-2016). Task: Predict the product of the given reaction. (1) Given the reactants [F:1][C:2]1[CH:7]=[CH:6][C:5]([F:8])=[CH:4][C:3]=1[C:9]1([C:17]#[N:18])[CH2:14][CH2:13][CH:12]([O:15][CH3:16])[CH2:11][CH2:10]1.[H-].[H-].[H-].[H-].[Li+].[Al+3], predict the reaction product. The product is: [F:1][C:2]1[CH:7]=[CH:6][C:5]([F:8])=[CH:4][C:3]=1[C:9]1([CH2:17][NH2:18])[CH2:14][CH2:13][CH:12]([O:15][CH3:16])[CH2:11][CH2:10]1. (2) The product is: [Cl:22][C:17]1[C:18]([O:20][CH3:21])=[CH:19][C:13]2[S:12][C:28]3[C:27](=[O:32])[NH:26][C:25]4([CH2:23][CH2:24]4)[CH2:30][C:29]=3[NH:15][C:14]=2[CH:16]=1. Given the reactants [NH2:15][C:14]1[CH:16]=[C:17]([Cl:22])[C:18]([O:20][CH3:21])=[CH:19][C:13]=1[S:12][S:12][C:13]1[CH:19]=[C:18]([O:20][CH3:21])[C:17]([Cl:22])=[CH:16][C:14]=1[NH2:15].[CH2:23]1[C:25]2([CH2:30][C:29](=O)[CH2:28][C:27](=[O:32])[NH:26]2)[CH2:24]1, predict the reaction product. (3) Given the reactants [Cl:1][C:2]1[CH:7]=[CH:6][C:5]([C:8]2[CH:13]=[CH:12][N:11]3[N:14]=[CH:15][C:16]([C:17]([OH:19])=O)=[C:10]3[N:9]=2)=[CH:4][CH:3]=1.O[NH:21][C:22](=[NH:33])[C:23]1[CH:28]=[CH:27][CH:26]=[C:25]([S:29](=[O:32])(=[O:31])[NH2:30])[CH:24]=1, predict the reaction product. The product is: [Cl:1][C:2]1[CH:3]=[CH:4][C:5]([C:8]2[CH:13]=[CH:12][N:11]3[N:14]=[CH:15][C:16]([C:17]4[O:19][N:33]=[C:22]([C:23]5[CH:24]=[C:25]([S:29]([NH2:30])(=[O:31])=[O:32])[CH:26]=[CH:27][CH:28]=5)[N:21]=4)=[C:10]3[N:9]=2)=[CH:6][CH:7]=1.